Dataset: Peptide-MHC class II binding affinity with 134,281 pairs from IEDB. Task: Regression. Given a peptide amino acid sequence and an MHC pseudo amino acid sequence, predict their binding affinity value. This is MHC class II binding data. (1) The MHC is HLA-DPA10201-DPB10101 with pseudo-sequence HLA-DPA10201-DPB10101. The peptide sequence is LAQEAGNFERISGDL. The binding affinity (normalized) is 0.236. (2) The binding affinity (normalized) is 0.104. The peptide sequence is PGHGISVGSLGRYKD. The MHC is HLA-DPA10103-DPB10201 with pseudo-sequence HLA-DPA10103-DPB10201.